Predict the reactants needed to synthesize the given product. From a dataset of Full USPTO retrosynthesis dataset with 1.9M reactions from patents (1976-2016). (1) The reactants are: [CH3:1][C:2]([Si:5]([CH3:26])([CH3:25])[O:6][CH2:7][C:8]1[CH:13]=[CH:12][CH:11]=[C:10]([O:14][CH2:15][O:16][CH3:17])[C:9]=1[C:18](=O)[C:19]([O:21][CH2:22][CH3:23])=[O:20])([CH3:4])[CH3:3].[C:27]1(C)C=CC=CC=1. Given the product [CH2:22]([O:21][C:19](=[O:20])[C:18]([C:9]1[C:10]([O:14][CH2:15][O:16][CH3:17])=[CH:11][CH:12]=[CH:13][C:8]=1[CH2:7][O:6][Si:5]([C:2]([CH3:4])([CH3:3])[CH3:1])([CH3:26])[CH3:25])=[CH2:27])[CH3:23], predict the reactants needed to synthesize it. (2) Given the product [CH2:1]([O:8][CH2:9][CH2:10][CH2:11][C:12]1[NH:15][C:16]2=[N:17][CH:18]=[CH:19][CH:20]=[C:21]2[N:22]=1)[C:2]1[CH:7]=[CH:6][CH:5]=[CH:4][CH:3]=1, predict the reactants needed to synthesize it. The reactants are: [CH2:1]([O:8][CH2:9][CH2:10][CH2:11][C:12](O)=O)[C:2]1[CH:7]=[CH:6][CH:5]=[CH:4][CH:3]=1.[NH2:15][C:16]1[C:21]([NH2:22])=[CH:20][CH:19]=[CH:18][N:17]=1.N. (3) The reactants are: [F:1][C:2]1[CH:3]=[C:4]([C:9]2([O:14][CH3:15])[CH2:13][CH2:12][NH:11][CH2:10]2)[CH:5]=[CH:6][C:7]=1[F:8].C(N(CC)CC)C.I[CH2:24][CH2:25][CH3:26]. Given the product [F:1][C:2]1[CH:3]=[C:4]([C:9]2([O:14][CH3:15])[CH2:13][CH2:12][N:11]([CH2:24][CH2:25][CH3:26])[CH2:10]2)[CH:5]=[CH:6][C:7]=1[F:8], predict the reactants needed to synthesize it. (4) Given the product [CH3:18][C:11]([CH2:10][CH2:9][CH:8]=[C:7]([CH3:19])[CH2:6][CH2:5][CH:4]=[C:3]([CH3:2])[CH3:20])=[CH:12][CH2:13][CH2:14][C:15]([O:17][CH2:45][CH:43]([CH2:42][OH:41])[OH:44])=[O:16], predict the reactants needed to synthesize it. The reactants are: C[CH2:2][C:3]([CH3:20])=[CH:4][CH2:5][CH2:6][C:7]([CH3:19])=[CH:8][CH2:9][CH2:10][C:11]([CH3:18])=[CH:12][CH2:13][CH2:14][C:15]([OH:17])=[O:16].[CH3:18][C:11]([CH2:10][CH2:9][CH:8]=[C:7]([CH3:19])[CH2:6][CH2:5][CH:4]=[C:3]([CH3:20])[CH3:2])=[CH:12][CH2:13][CH2:14][C:15]([O:17]C)=[O:16].[OH:41][CH2:42][CH:43]([CH2:45]O)[OH:44].CO.C(OCC)(=O)C.CCCCCC.